Dataset: NCI-60 drug combinations with 297,098 pairs across 59 cell lines. Task: Regression. Given two drug SMILES strings and cell line genomic features, predict the synergy score measuring deviation from expected non-interaction effect. (1) Drug 2: B(C(CC(C)C)NC(=O)C(CC1=CC=CC=C1)NC(=O)C2=NC=CN=C2)(O)O. Drug 1: C1=NC2=C(N1)C(=S)N=CN2. Synergy scores: CSS=78.8, Synergy_ZIP=-4.14, Synergy_Bliss=-5.97, Synergy_Loewe=-6.44, Synergy_HSA=-3.58. Cell line: HCT116. (2) Drug 1: C1=CC(=CC=C1CCCC(=O)O)N(CCCl)CCCl. Drug 2: CCN(CC)CCNC(=O)C1=C(NC(=C1C)C=C2C3=C(C=CC(=C3)F)NC2=O)C. Cell line: UACC62. Synergy scores: CSS=13.0, Synergy_ZIP=-7.26, Synergy_Bliss=-2.32, Synergy_Loewe=-2.27, Synergy_HSA=-1.97. (3) Drug 1: CC1CCC2CC(C(=CC=CC=CC(CC(C(=O)C(C(C(=CC(C(=O)CC(OC(=O)C3CCCCN3C(=O)C(=O)C1(O2)O)C(C)CC4CCC(C(C4)OC)O)C)C)O)OC)C)C)C)OC. Drug 2: CC1C(C(CC(O1)OC2CC(CC3=C2C(=C4C(=C3O)C(=O)C5=CC=CC=C5C4=O)O)(C(=O)C)O)N)O. Cell line: T-47D. Synergy scores: CSS=51.7, Synergy_ZIP=19.3, Synergy_Bliss=17.4, Synergy_Loewe=21.6, Synergy_HSA=19.6. (4) Drug 1: CS(=O)(=O)C1=CC(=C(C=C1)C(=O)NC2=CC(=C(C=C2)Cl)C3=CC=CC=N3)Cl. Drug 2: CC(C1=C(C=CC(=C1Cl)F)Cl)OC2=C(N=CC(=C2)C3=CN(N=C3)C4CCNCC4)N. Cell line: K-562. Synergy scores: CSS=54.1, Synergy_ZIP=-3.44, Synergy_Bliss=-4.11, Synergy_Loewe=-32.3, Synergy_HSA=-4.01. (5) Cell line: MALME-3M. Drug 1: C1CN1P(=S)(N2CC2)N3CC3. Drug 2: CC1CCC2CC(C(=CC=CC=CC(CC(C(=O)C(C(C(=CC(C(=O)CC(OC(=O)C3CCCCN3C(=O)C(=O)C1(O2)O)C(C)CC4CCC(C(C4)OC)O)C)C)O)OC)C)C)C)OC. Synergy scores: CSS=8.83, Synergy_ZIP=0.434, Synergy_Bliss=8.86, Synergy_Loewe=0.451, Synergy_HSA=1.87. (6) Drug 1: C1CCC(C1)C(CC#N)N2C=C(C=N2)C3=C4C=CNC4=NC=N3. Drug 2: CCC(=C(C1=CC=CC=C1)C2=CC=C(C=C2)OCCN(C)C)C3=CC=CC=C3.C(C(=O)O)C(CC(=O)O)(C(=O)O)O. Cell line: KM12. Synergy scores: CSS=20.1, Synergy_ZIP=-4.55, Synergy_Bliss=-5.38, Synergy_Loewe=-3.43, Synergy_HSA=-2.57.